This data is from Reaction yield outcomes from USPTO patents with 853,638 reactions. The task is: Predict the reaction yield, written as a fraction of the theoretical maximum amount of product (1.0 means a 100% yield; for example, 0.34 means a 34% yield). (1) The reactants are [CH2:1]([N:8]1[C:12]([C:13]2[CH:18]=[CH:17][CH:16]=[CH:15][C:14]=2[C:19]2[CH:24]=[CH:23][C:22]([CH2:25]Br)=[CH:21][CH:20]=2)=[N:11][N:10]=[N:9]1)[C:2]1[CH:7]=[CH:6][CH:5]=[CH:4][CH:3]=1.[C:27]([O:31][C:32]([NH:34][C:35]1[C:44]([N+:45]([O-:47])=[O:46])=[CH:43][CH:42]=[CH:41][C:36]=1[C:37]([O:39][CH3:40])=[O:38])=[O:33])([CH3:30])([CH3:29])[CH3:28].C(=O)([O-])[O-].[K+].[K+]. The catalyst is C(#N)C. The product is [C:27]([O:31][C:32]([N:34]([C:35]1[C:44]([N+:45]([O-:47])=[O:46])=[CH:43][CH:42]=[CH:41][C:36]=1[C:37]([O:39][CH3:40])=[O:38])[CH2:25][C:22]1[CH:23]=[CH:24][C:19]([C:14]2[CH:15]=[CH:16][CH:17]=[CH:18][C:13]=2[C:12]2[N:8]([CH2:1][C:2]3[CH:7]=[CH:6][CH:5]=[CH:4][CH:3]=3)[N:9]=[N:10][N:11]=2)=[CH:20][CH:21]=1)=[O:33])([CH3:30])([CH3:28])[CH3:29]. The yield is 0.810. (2) The reactants are [N:1]1([C:6]2[N:11]=[CH:10][CH:9]=[CH:8][N:7]=2)[CH:5]=[CH:4][CH:3]=[N:2]1.C1COCC1.[Li+].CC([N-]C(C)C)C.[C:25](=[O:27])=[O:26]. The catalyst is CCCCCC.C1COCC1.C(C1C=CC=CC=1)C. The product is [N:11]1[CH:10]=[CH:9][CH:8]=[N:7][C:6]=1[N:1]1[C:5]([C:25]([OH:27])=[O:26])=[CH:4][CH:3]=[N:2]1. The yield is 0.480. (3) The reactants are [C:1]([O:4][C@H:5]1[C@@H:18]([O:19][C:20](=[O:22])[CH3:21])[C@H:17]([O:23][C:24](=[O:26])[CH3:25])[C@@H:16]([CH2:27][O:28][C:29](=[O:31])[CH3:30])[O:15][C@@H:6]1[O:7][C:8]1[CH:13]=[CH:12][C:11](I)=[CH:10][CH:9]=1)(=[O:3])[CH3:2].C([O-])([O-])=O.[Cs+].[Cs+].[N+:38]([C:41]1[CH:42]=[C:43]2[C:47](=[CH:48][CH:49]=1)[NH:46][CH2:45][CH2:44]2)([O-:40])=[O:39]. The catalyst is C1(C)C=CC=CC=1.C1C=CC(/C=C/C(/C=C/C2C=CC=CC=2)=O)=CC=1.C1C=CC(/C=C/C(/C=C/C2C=CC=CC=2)=O)=CC=1.C1C=CC(/C=C/C(/C=C/C2C=CC=CC=2)=O)=CC=1.[Pd].[Pd].CC(C1C=C(C(C)C)C(C2C=CC=CC=2P(C2CCCCC2)C2CCCCC2)=C(C(C)C)C=1)C. The product is [C:1]([O:4][C@H:5]1[C@@H:18]([O:19][C:20](=[O:22])[CH3:21])[C@H:17]([O:23][C:24](=[O:26])[CH3:25])[C@@H:16]([CH2:27][O:28][C:29](=[O:31])[CH3:30])[O:15][C@@H:6]1[O:7][C:8]1[CH:13]=[CH:12][C:11]([N:46]2[C:47]3[C:43](=[CH:42][C:41]([N+:38]([O-:40])=[O:39])=[CH:49][CH:48]=3)[CH2:44][CH2:45]2)=[CH:10][CH:9]=1)(=[O:3])[CH3:2]. The yield is 0.750.